From a dataset of Forward reaction prediction with 1.9M reactions from USPTO patents (1976-2016). Predict the product of the given reaction. (1) Given the reactants [CH3:1][O:2][C:3]1[CH:4]=[C:5]2[C:9](=[CH:10][CH:11]=1)[NH:8][CH:7]=[CH:6]2.C([BH3-])#N.[Na+], predict the reaction product. The product is: [CH3:1][O:2][C:3]1[CH:4]=[C:5]2[C:9](=[CH:10][CH:11]=1)[NH:8][CH2:7][CH2:6]2. (2) Given the reactants C(=O)([O-])[O-].[K+].[K+].I[CH2:8][CH3:9].O1CCCC1.[N+:15]([C:18]1[CH:23]=[CH:22][N:21]2[CH:24]=[C:25]([C:27]([OH:29])=[O:28])[N:26]=[C:20]2[CH:19]=1)([O-:17])=[O:16], predict the reaction product. The product is: [N+:15]([C:18]1[CH:23]=[CH:22][N:21]2[CH:24]=[C:25]([C:27]([O:29][CH2:8][CH3:9])=[O:28])[N:26]=[C:20]2[CH:19]=1)([O-:17])=[O:16].